Task: Predict the reaction yield, written as a fraction of the theoretical maximum amount of product (1.0 means a 100% yield; for example, 0.34 means a 34% yield).. Dataset: Reaction yield outcomes from USPTO patents with 853,638 reactions The reactants are [CH3:1][O:2][C:3]1[CH:11]=[CH:10][C:9]([O:12][CH3:13])=[CH:8][C:4]=1[C:5]([OH:7])=O.Cl.[CH3:15][C:16]1[C:20]([CH2:21][N:22]2[CH:26]=[C:25]([NH2:27])[CH:24]=[N:23]2)=[C:19]([CH3:28])[O:18][N:17]=1. No catalyst specified. The product is [CH3:15][C:16]1[C:20]([CH2:21][N:22]2[CH:26]=[C:25]([NH:27][C:5](=[O:7])[C:4]3[CH:8]=[C:9]([O:12][CH3:13])[CH:10]=[CH:11][C:3]=3[O:2][CH3:1])[CH:24]=[N:23]2)=[C:19]([CH3:28])[O:18][N:17]=1. The yield is 0.130.